Regression. Given a peptide amino acid sequence and an MHC pseudo amino acid sequence, predict their binding affinity value. This is MHC class I binding data. From a dataset of Peptide-MHC class I binding affinity with 185,985 pairs from IEDB/IMGT. (1) The peptide sequence is LVGLWGAAAL. The MHC is HLA-A68:02 with pseudo-sequence HLA-A68:02. The binding affinity (normalized) is 0.208. (2) The peptide sequence is RDNRTIISL. The MHC is Mamu-A2201 with pseudo-sequence Mamu-A2201. The binding affinity (normalized) is 0.0387.